Dataset: Forward reaction prediction with 1.9M reactions from USPTO patents (1976-2016). Task: Predict the product of the given reaction. The product is: [NH:9]1[C@@H:17]2[C@H:12]([CH2:13][CH2:14][CH2:15][CH2:16]2)[CH2:11][C@H:10]1[C:18]([O:20][CH2:21][CH3:22])=[O:19]. Given the reactants C1([C@@H]([N:9]2[C@@H:17]3[C@H:12]([CH2:13][CH2:14][CH2:15][CH2:16]3)[CH2:11][C@H:10]2[C:18]([O:20][CH2:21][CH3:22])=[O:19])C)C=CC=CC=1, predict the reaction product.